From a dataset of Reaction yield outcomes from USPTO patents with 853,638 reactions. Predict the reaction yield, written as a fraction of the theoretical maximum amount of product (1.0 means a 100% yield; for example, 0.34 means a 34% yield). (1) The reactants are [Cl:1][C:2]1[CH:10]=[C:9]2[C:5]([C:6]([C:11]([N:13]3[CH2:18][CH2:17][C:16]4([C:22]5[CH:23]=[CH:24][CH:25]=[CH:26][C:21]=5[CH2:20][O:19]4)[CH2:15][CH2:14]3)=[O:12])=[CH:7][NH:8]2)=[CH:4][CH:3]=1.[H-].[Na+].C(OC([N:36]1[CH2:41][CH2:40][CH2:39][C@H:38]([CH2:42]OS(C)(=O)=O)[CH2:37]1)=O)(C)(C)C. The catalyst is CN(C=O)C. The product is [Cl:1][C:2]1[CH:10]=[C:9]2[C:5]([C:6]([C:11]([N:13]3[CH2:18][CH2:17][C:16]4([C:22]5[CH:23]=[CH:24][CH:25]=[CH:26][C:21]=5[CH2:20][O:19]4)[CH2:15][CH2:14]3)=[O:12])=[CH:7][N:8]2[CH2:42][C@H:38]2[CH2:39][CH2:40][CH2:41][NH:36][CH2:37]2)=[CH:4][CH:3]=1. The yield is 0.390. (2) The reactants are [Cl:1][C:2]1[N:3]=[C:4](Cl)[C:5]2[CH2:10][CH2:9][CH:8]([C:11]3[CH:16]=[CH:15][C:14]([F:17])=[CH:13][CH:12]=3)[C:6]=2[N:7]=1.[CH3:19][CH:20]1[CH2:24][CH2:23][CH2:22][NH:21]1. The catalyst is CO. The product is [Cl:1][C:2]1[N:3]=[C:4]([N:21]2[CH2:22][CH2:23][CH2:24][CH:20]2[CH3:19])[C:5]2[CH2:10][CH2:9][CH:8]([C:11]3[CH:16]=[CH:15][C:14]([F:17])=[CH:13][CH:12]=3)[C:6]=2[N:7]=1. The yield is 0.339.